This data is from Full USPTO retrosynthesis dataset with 1.9M reactions from patents (1976-2016). The task is: Predict the reactants needed to synthesize the given product. (1) Given the product [Cl:1][C:2]1[CH:16]=[CH:15][C:5]([O:6][CH:7]([CH2:13][CH3:14])[C:8]([OH:10])=[O:9])=[C:4]([C:17]#[C:18][C:19]2[CH:24]=[C:23]([S:25]([CH2:28][CH2:29][CH3:30])(=[O:27])=[O:26])[CH:22]=[CH:21][C:20]=2[CH3:31])[CH:3]=1, predict the reactants needed to synthesize it. The reactants are: [Cl:1][C:2]1[CH:16]=[CH:15][C:5]([O:6][CH:7]([CH2:13][CH3:14])[C:8]([O:10]CC)=[O:9])=[C:4]([C:17]#[C:18][C:19]2[CH:24]=[C:23]([S:25]([CH2:28][CH2:29][CH3:30])(=[O:27])=[O:26])[CH:22]=[CH:21][C:20]=2[CH3:31])[CH:3]=1.[OH-].[Na+].Cl. (2) Given the product [CH3:12][C:8]1([CH3:7])[N:9]([O:10])[CH:4]([OH:1])[CH2:14][CH2:11]1.[OH:10].[CH3:12][C:8]1([CH3:7])[N+:9]([O-:1])=[CH:4][CH2:14][CH2:11]1, predict the reactants needed to synthesize it. The reactants are: [OH:1]O.C[C:4]1([CH3:14])[N:9]([O:10])[C:8]([CH3:12])([CH3:11])[CH2:7]C(O)C1. (3) Given the product [Cl:43][C:44]1[N:52]=[C:51]2[C:47]([N:48]=[CH:49][N:50]2[CH:53]=[CH2:54])=[C:46]([NH:23][C:24]2[CH:25]=[CH:26][C:27]([P:30]([CH3:31])([CH3:32])=[O:33])=[CH:28][CH:29]=2)[N:45]=1, predict the reactants needed to synthesize it. The reactants are: ClC1N=C2C(NC=N2)=C(Cl)N=1.C(N1C=NC2C1=NC=NC=2)=C.[NH2:23][C:24]1[CH:29]=[CH:28][C:27]([P:30](=[O:33])([CH3:32])[CH3:31])=[CH:26][CH:25]=1.CCN(C(C)C)C(C)C.[Cl:43][C:44]1[N:52]=[C:51]2[C:47]([N:48]=[CH:49][N:50]2[CH:53]=[CH2:54])=[C:46](Cl)[N:45]=1. (4) Given the product [Si:18]([O:4][CH2:3][CH2:2][NH2:1])([C:14]([CH3:17])([CH3:16])[CH3:15])([CH3:20])[CH3:19], predict the reactants needed to synthesize it. The reactants are: [NH2:1][CH2:2][CH2:3][OH:4].C(N(CC)C(C)C)(C)C.[C:14]([Si:18](Cl)([CH3:20])[CH3:19])([CH3:17])([CH3:16])[CH3:15].O.